This data is from Experimentally validated miRNA-target interactions with 360,000+ pairs, plus equal number of negative samples. The task is: Binary Classification. Given a miRNA mature sequence and a target amino acid sequence, predict their likelihood of interaction. (1) The miRNA is mmu-miR-3064-3p with sequence UGCCACACUGCAACACCUUACA. The protein sequence of the target gene is MGKSEKEVATHGVRCFSKIKAFLLALTCAYVSKSLSGTYMNSMLTQIERQFGIPTSVVGLINGSFEIGNLLLIIFVSYFGTKLHRPIMIGVGCAVMGLGCFLISIPHFLMGRYEYETTILPTSNLSSNSFVCTENRTQTLKPTQDPTECVKEMKSLMWIYVLVGNIIRGMGETPIMPLGISYIEDFAKSENSPLYIGILETGMTIGPLIGLLLGSSCANIYVDTGSVNTDDLTITPTDTRWVGAWWIGFLVCAGVNILTSIPFFFFPKTLLKEGLQDNGDGTENAKEEKHREKIKEENRG.... Result: 0 (no interaction). (2) The miRNA is mmu-miR-3473a with sequence UGGAGAGAUGGCUCAGCA. The protein sequence of the target gene is MAASELYTKFARVWIPDPEEVWKSAELLKDYKPGDKVLLLHLEEGKDLEYRLDPKTGELPHLRNPDILVGENDLTALSYLHEPAVLHNLRVRFIDSKLIYTYCGIVLVAINPYEQLPIYGEDIINAYSGQNMGDMDPHIFAVAEEAYKQMARDERNQSIIVSGESGAGKTVSAKYAMRYFATVSGSASEANVEEKVLASNPIMESIGNAKTTRNDNSSRFGKYIEIGFDKRYRIIGANMRTYLLEKSRVVFQAEEERNYHIFYQLCASAKLPEFKMLRLGNADSFHYTKQGGSPMIEGVD.... Result: 1 (interaction). (3) The miRNA is hsa-miR-6735-3p with sequence AGGCCUGUGGCUCCUCCCUCAG. The protein sequence of the target gene is MSTLFPSLFPRVTETLWFNLDRPCVEETELQQQEQQHQAWLQSIAEKDNNLVPIGKPASEHYDDEEEEDDEDDEDSEEDSEDDEDMQDMDEMNDYNESPDDGEVNEVDMEGNEQDQDQWMI. Result: 0 (no interaction).